From a dataset of Catalyst prediction with 721,799 reactions and 888 catalyst types from USPTO. Predict which catalyst facilitates the given reaction. (1) The catalyst class is: 22. Reactant: [C:1]([C:4]1[C:5](=[O:12])[O:6][C:7]([CH3:11])=[CH:8][C:9]=1O)(=[O:3])[CH3:2].[CH3:13][S:14][CH2:15][CH2:16][O:17][C:18]1[CH:19]=[C:20]([CH:23]=[CH:24][CH:25]=1)[CH:21]=O.[NH:26]1[CH2:31][CH2:30][CH2:29][CH2:28][CH2:27]1.O. Product: [N:26]1([C:9]2[CH:8]=[C:7]([CH3:11])[O:6][C:5](=[O:12])[C:4]=2[C:1](=[O:3])[CH:2]=[CH:21][C:20]2[CH:23]=[CH:24][CH:25]=[C:18]([O:17][CH2:16][CH2:15][S:14][CH3:13])[CH:19]=2)[CH2:31][CH2:30][CH2:29][CH2:28][CH2:27]1. (2) Reactant: [CH:1]1([CH:7]([NH:18][C:19]2[CH:24]=[CH:23][C:22]([C:25]([NH:27][CH2:28][CH2:29][C:30]([O:32]CC)=[O:31])=[O:26])=[CH:21][CH:20]=2)[C:8]2[S:16][C:15]3[CH:14]=[CH:13][N:12]=[CH:11][C:10]=3[C:9]=2[CH3:17])[CH2:6][CH2:5][CH2:4][CH2:3][CH2:2]1.O1CCCC1.[OH-].[Na+]. Product: [CH:1]1([CH:7]([NH:18][C:19]2[CH:20]=[CH:21][C:22]([C:25]([NH:27][CH2:28][CH2:29][C:30]([OH:32])=[O:31])=[O:26])=[CH:23][CH:24]=2)[C:8]2[S:16][C:15]3[CH:14]=[CH:13][N:12]=[CH:11][C:10]=3[C:9]=2[CH3:17])[CH2:6][CH2:5][CH2:4][CH2:3][CH2:2]1. The catalyst class is: 8. (3) Reactant: [CH3:1][N:2]1[CH:6]=[C:5]([C:7]2[CH:8]=[C:9]3[C:15]([C:16]4[N:17]=[N:18][N:19]([CH:21]([C:23]5[CH:28]=[CH:27][CH:26]=[CH:25][CH:24]=5)[CH3:22])[CH:20]=4)=[CH:14][N:13](C(OC(C)(C)C)=O)[C:10]3=[N:11][CH:12]=2)[CH:4]=[N:3]1.C(=O)([O-])[O-].[K+].[K+].O. Product: [CH3:1][N:2]1[CH:6]=[C:5]([C:7]2[CH:8]=[C:9]3[C:15]([C:16]4[N:17]=[N:18][N:19]([CH:21]([C:23]5[CH:28]=[CH:27][CH:26]=[CH:25][CH:24]=5)[CH3:22])[CH:20]=4)=[CH:14][NH:13][C:10]3=[N:11][CH:12]=2)[CH:4]=[N:3]1. The catalyst class is: 5. (4) Reactant: [NH:1]1[C:5]2[CH:6]=[CH:7][C:8]([C:10]([N:12]3[C@@H:21]4[C@@H:16]([C:17]5[C:25]([C:26]([OH:28])=O)=[CH:24][CH:23]=[CH:22][C:18]=5[CH2:19][CH2:20]4)[CH2:15][CH2:14][CH2:13]3)=[O:11])=[CH:9][C:4]=2[N:3]=[CH:2]1.[NH3:29]. Product: [NH:1]1[C:5]2[CH:4]=[CH:9][C:8]([C:10]([N:12]3[C@@H:21]4[C@@H:16]([C:17]5[C:25]([C:26]([NH2:29])=[O:28])=[CH:24][CH:23]=[CH:22][C:18]=5[CH2:19][CH2:20]4)[CH2:15][CH2:14][CH2:13]3)=[O:11])=[CH:7][C:6]=2[N:3]=[CH:2]1. The catalyst class is: 61. (5) Reactant: Br[C:2]1[C:7]2[CH2:8][CH:9]([CH2:11][O:12][CH3:13])[O:10][C:6]=2[C:5]([NH2:14])=[CH:4][C:3]=1[CH3:15].[N:16]1[CH:21]=[CH:20][C:19](B(O)O)=[CH:18][CH:17]=1.C([O-])([O-])=O.[Cs+].[Cs+].O. Product: [CH3:13][O:12][CH2:11][CH:9]1[CH2:8][C:7]2[C:2]([C:19]3[CH:20]=[CH:21][N:16]=[CH:17][CH:18]=3)=[C:3]([CH3:15])[CH:4]=[C:5]([NH2:14])[C:6]=2[O:10]1. The catalyst class is: 128. (6) Product: [CH:1]([CH:4]1[C:9]2=[CH:10][C:11]3[CH:12]=[CH:13][C:14]([S:17][CH3:18])=[CH:15][C:16]=3[N:8]2[CH2:7][CH2:6][N:5]1[C:20]1[N:25]=[C:24]([C:26]([F:29])([F:28])[F:27])[CH:23]=[CH:22][N:21]=1)([CH3:3])[CH3:2]. Reactant: [CH:1]([CH:4]1[C:9]2=[CH:10][C:11]3[CH:12]=[CH:13][C:14]([S:17][CH3:18])=[CH:15][C:16]=3[N:8]2[CH2:7][CH2:6][NH:5]1)([CH3:3])[CH3:2].Cl[C:20]1[N:25]=[C:24]([C:26]([F:29])([F:28])[F:27])[CH:23]=[CH:22][N:21]=1.CCN(C(C)C)C(C)C. The catalyst class is: 259. (7) Reactant: Br[C:2]1[CH:3]=[N:4][CH:5]=[C:6]2[C:11]=1[N:10]=[C:9]([C:12]([NH2:14])=[O:13])[CH:8]=[CH:7]2.[CH3:15][C:16]1[CH:21]=[C:20](B(O)O)[CH:19]=[CH:18][N:17]=1.C(=O)([O-])[O-].[Cs+].[Cs+]. Product: [CH3:15][C:16]1[CH:21]=[C:20]([C:2]2[CH:3]=[N:4][CH:5]=[C:6]3[C:11]=2[N:10]=[C:9]([C:12]([NH2:14])=[O:13])[CH:8]=[CH:7]3)[CH:19]=[CH:18][N:17]=1. The catalyst class is: 688. (8) Reactant: [C:1]1([OH:7])[CH:6]=[CH:5][CH:4]=[CH:3][CH:2]=1.[H-].[Na+].[Cl:10][C:11]1[CH:39]=[CH:38][CH:37]=[CH:36][C:12]=1[CH2:13][NH:14][C:15]([C:17]1[C:24](=[O:25])[N:20]2[CH2:21][CH2:22][CH2:23][N:19]2[C:18]=1[C:26]1[CH:31]=[CH:30][N:29]=[C:28](S(C)(=O)=O)[N:27]=1)=[O:16]. Product: [Cl:10][C:11]1[CH:39]=[CH:38][CH:37]=[CH:36][C:12]=1[CH2:13][NH:14][C:15]([C:17]1[C:24](=[O:25])[N:20]2[CH2:21][CH2:22][CH2:23][N:19]2[C:18]=1[C:26]1[CH:31]=[CH:30][N:29]=[C:28]([O:7][C:1]2[CH:6]=[CH:5][CH:4]=[CH:3][CH:2]=2)[N:27]=1)=[O:16]. The catalyst class is: 554. (9) Reactant: [ClH:1].C(OC([N:9]1[CH2:22][CH:21]2[CH2:23][CH2:24][CH:11]([C:12]3[CH:13]=[C:14]4[C:18](=[CH:19][C:20]=32)[N:17]=[CH:16][N:15]4[CH2:25][CH3:26])[CH2:10]1)=O)(C)(C)C. Product: [ClH:1].[CH2:25]([N:15]1[C:14]2[C:18](=[CH:19][C:20]3[CH:21]4[CH2:23][CH2:24][CH:11]([C:12]=3[CH:13]=2)[CH2:10][NH:9][CH2:22]4)[N:17]=[CH:16]1)[CH3:26]. The catalyst class is: 258.